From a dataset of NCI-60 drug combinations with 297,098 pairs across 59 cell lines. Regression. Given two drug SMILES strings and cell line genomic features, predict the synergy score measuring deviation from expected non-interaction effect. (1) Drug 1: CC12CCC(CC1=CCC3C2CCC4(C3CC=C4C5=CN=CC=C5)C)O. Drug 2: C1=CC(=CC=C1CCC2=CNC3=C2C(=O)NC(=N3)N)C(=O)NC(CCC(=O)O)C(=O)O. Cell line: RPMI-8226. Synergy scores: CSS=59.1, Synergy_ZIP=4.41, Synergy_Bliss=3.89, Synergy_Loewe=3.72, Synergy_HSA=6.91. (2) Drug 1: CN(CC1=CN=C2C(=N1)C(=NC(=N2)N)N)C3=CC=C(C=C3)C(=O)NC(CCC(=O)O)C(=O)O. Drug 2: C1C(C(OC1N2C=C(C(=O)NC2=O)F)CO)O. Cell line: KM12. Synergy scores: CSS=10.5, Synergy_ZIP=-10.5, Synergy_Bliss=-11.0, Synergy_Loewe=-22.7, Synergy_HSA=-11.7.